This data is from Peptide-MHC class I binding affinity with 185,985 pairs from IEDB/IMGT. The task is: Regression. Given a peptide amino acid sequence and an MHC pseudo amino acid sequence, predict their binding affinity value. This is MHC class I binding data. (1) The peptide sequence is WMLLTFLTSL. The MHC is HLA-A02:02 with pseudo-sequence HLA-A02:02. The binding affinity (normalized) is 1.00. (2) The peptide sequence is CAASGFTFSSY. The MHC is HLA-A23:01 with pseudo-sequence HLA-A23:01. The binding affinity (normalized) is 0.158. (3) The peptide sequence is RLSCAASGFTF. The MHC is Mamu-B01 with pseudo-sequence Mamu-B01. The binding affinity (normalized) is 0.161. (4) The peptide sequence is RIEQLYPFA. The MHC is HLA-A02:03 with pseudo-sequence HLA-A02:03. The binding affinity (normalized) is 0.0847.